The task is: Predict which catalyst facilitates the given reaction.. This data is from Catalyst prediction with 721,799 reactions and 888 catalyst types from USPTO. Reactant: [O:1]=[CH:2][C@@H:3]([C@@H:5]([C@H:7]([C@H:9]([CH3:11])[OH:10])[OH:8])[OH:6])[OH:4]. Product: [CH2:2]([OH:1])[C@@H:3]([C@@H:5]([C@H:7]([C@H:9]([CH3:11])[OH:10])[OH:8])[OH:6])[OH:4]. The catalyst class is: 181.